From a dataset of Full USPTO retrosynthesis dataset with 1.9M reactions from patents (1976-2016). Predict the reactants needed to synthesize the given product. (1) Given the product [CH3:24][O:23][C:21]1[CH:20]=[CH:19][C:15]2[N:16]=[C:17]([CH3:18])[C:12]3[N:13]([C:9]([C:4]4[CH:3]=[C:2]([CH:7]=[CH:6][CH:5]=4)[C:28]([NH:27][CH3:26])=[O:29])=[N:10][C:11]=3[CH3:25])[C:14]=2[N:22]=1, predict the reactants needed to synthesize it. The reactants are: Cl[C:2]1[CH:3]=[C:4]([C:9]2[N:13]3[C:14]4[N:22]=[C:21]([O:23][CH3:24])[CH:20]=[CH:19][C:15]=4[N:16]=[C:17]([CH3:18])[C:12]3=[C:11]([CH3:25])[N:10]=2)[CH:5]=[C:6](Cl)[CH:7]=1.[CH3:26][NH:27][C:28](C1C=C(B(O)O)C=CC=1)=[O:29].C([O-])([O-])=O.[K+].[K+]. (2) Given the product [F:17][C:13]1[C:3]([C:4]2[O:11][CH:8]=[CH:7][N:6]=2)=[C:2]([CH:16]=[CH:15][CH:14]=1)[C:21]([OH:23])=[O:22], predict the reactants needed to synthesize it. The reactants are: Br[C:2]1[CH:16]=[CH:15][CH:14]=[C:13]([F:17])[C:3]=1[C:4]([NH:6][CH2:7][CH:8]([O:11]C)OC)=O.BrC1C=CC=C(F)C=1[C:21]([OH:23])=[O:22].CN(C(ON1N=NC2C=CC=CC1=2)=[N+](C)C)C.F[P-](F)(F)(F)(F)F.CCN(C(C)C)C(C)C.COC(OC)CN. (3) Given the product [CH2:25]([O:6][C:7]1[CH:15]=[CH:14][C:10]([C:11]([O:5][CH2:4][CH3:19])=[O:13])=[CH:9][C:8]=1[N+:16]([O-:18])=[O:17])[CH3:26], predict the reactants needed to synthesize it. The reactants are: CN([CH:4]=[O:5])C.[OH:6][C:7]1[CH:15]=[CH:14][C:10]([C:11]([OH:13])=O)=[CH:9][C:8]=1[N+:16]([O-:18])=[O:17].[C:19](=O)([O-])[O-].[K+].[K+].[CH2:25](I)[CH3:26].